Task: Regression/Classification. Given a drug SMILES string, predict its absorption, distribution, metabolism, or excretion properties. Task type varies by dataset: regression for continuous measurements (e.g., permeability, clearance, half-life) or binary classification for categorical outcomes (e.g., BBB penetration, CYP inhibition). For this dataset (solubility_aqsoldb), we predict Y.. Dataset: Aqueous solubility values for 9,982 compounds from the AqSolDB database The drug is CC(C)N(C(=O)CCl)c1ccccc1. The Y is -2.48 log mol/L.